Dataset: Catalyst prediction with 721,799 reactions and 888 catalyst types from USPTO. Task: Predict which catalyst facilitates the given reaction. (1) Product: [CH3:3][O:4][CH2:5][CH2:6][O:7][CH2:8][C:9]1[CH:14]=[CH:13][C:12]([C@@H:15]2[C@@H:16]([CH2:36][CH2:37][C:38]3[CH:39]=[CH:40][C:41]4[O:46][CH2:45][CH2:44][N:43]([CH2:47][CH2:48][CH2:49][O:50][CH3:51])[C:42]=4[CH:52]=3)[CH2:17][N:18]([S:26]([C:29]3[CH:34]=[CH:33][C:32]([CH3:35])=[CH:31][CH:30]=3)(=[O:27])=[O:28])[CH2:19][C@H:20]2[O:21][CH2:22][C@H:23]([OH:24])[CH3:25])=[CH:11][CH:10]=1. The catalyst class is: 199. Reactant: [BH4-].[Na+].[CH3:3][O:4][CH2:5][CH2:6][O:7][CH2:8][C:9]1[CH:14]=[CH:13][C:12]([C@H:15]2[C@H:20]([O:21][CH2:22][C@H:23]3[CH2:25][O:24]3)[CH2:19][N:18]([S:26]([C:29]3[CH:34]=[CH:33][C:32]([CH3:35])=[CH:31][CH:30]=3)(=[O:28])=[O:27])[CH2:17][C@@H:16]2[CH2:36][CH2:37][C:38]2[CH:39]=[CH:40][C:41]3[O:46][CH2:45][CH2:44][N:43]([CH2:47][CH2:48][CH2:49][O:50][CH3:51])[C:42]=3[CH:52]=2)=[CH:11][CH:10]=1.[Cl-].[NH4+]. (2) Reactant: I([O-])(=O)(=O)=O.[Na+].[NH2:7][C:8]1[C:9]2[C:16]([I:17])=[CH:15][N:14]([CH:18]3[CH2:21][C:20](CO)([OH:22])[CH2:19]3)[C:10]=2[N:11]=[CH:12][N:13]=1. Product: [NH2:7][C:8]1[C:9]2[C:16]([I:17])=[CH:15][N:14]([CH:18]3[CH2:19][C:20](=[O:22])[CH2:21]3)[C:10]=2[N:11]=[CH:12][N:13]=1. The catalyst class is: 299. (3) Reactant: [Br:1][C:2]1[CH:9]=[CH:8][C:7]([O:10][CH3:11])=[CH:6][C:3]=1[CH:4]=[O:5].[CH2:12](O)[CH2:13][OH:14].C12(CS(O)(=O)=O)C(C)(C)C(CC1)CC2=O. Product: [Br:1][C:2]1[CH:9]=[CH:8][C:7]([O:10][CH3:11])=[CH:6][C:3]=1[CH:4]1[O:14][CH2:13][CH2:12][O:5]1. The catalyst class is: 133. (4) Reactant: [NH:1]1[CH2:6][CH2:5][NH:4][CH2:3][CH2:2]1.F[C:8]1[C:13]([O:14][CH:15]([CH3:17])[CH3:16])=[CH:12][N:11]=[C:10]2[NH:18][CH:19]=[CH:20][C:9]=12. Product: [CH:15]([O:14][C:13]1[C:8]([N:1]2[CH2:6][CH2:5][NH:4][CH2:3][CH2:2]2)=[C:9]2[CH:20]=[CH:19][NH:18][C:10]2=[N:11][CH:12]=1)([CH3:17])[CH3:16]. The catalyst class is: 37. (5) Reactant: [OH:1][CH2:2][C:3]([CH3:29])([CH3:28])[CH2:4][N:5]1[CH2:13][CH:12]2[CH:7]([CH:8]([C:21]3[CH:26]=[CH:25][CH:24]=[CH:23][C:22]=3[CH3:27])[N:9]([C:14]([O:16][C:17]([CH3:20])([CH3:19])[CH3:18])=[O:15])[CH2:10][CH2:11]2)[CH2:6]1.[CH3:30][C:31](OC(C)=O)=[O:32]. Product: [C:31]([O:1][CH2:2][C:3]([CH3:29])([CH3:28])[CH2:4][N:5]1[CH2:13][CH:12]2[CH:7]([CH:8]([C:21]3[CH:26]=[CH:25][CH:24]=[CH:23][C:22]=3[CH3:27])[N:9]([C:14]([O:16][C:17]([CH3:20])([CH3:19])[CH3:18])=[O:15])[CH2:10][CH2:11]2)[CH2:6]1)(=[O:32])[CH3:30]. The catalyst class is: 17. (6) Reactant: [CH2:1]([OH:5])[CH2:2][CH2:3][OH:4].[OH-].[K+].[CH2:8]=[CH:9][CH2:10][CH2:11]OS(C1C=CC(C)=CC=1)(=O)=O.Cl. Product: [CH2:8]=[CH:9][CH2:10][CH2:11][O:4][CH2:3][CH2:2][CH2:1][OH:5]. The catalyst class is: 6. (7) Reactant: [Cl:1][C:2]1[CH:10]=[CH:9][C:5]([C:6](Cl)=[O:7])=[CH:4][C:3]=1[N+:11]([O-:13])=[O:12].[NH2:14][C:15]1[S:16][C:17]([C:20]([CH3:23])([CH3:22])[CH3:21])=[CH:18][N:19]=1. Product: [C:20]([C:17]1[S:16][C:15]([NH:14][C:6](=[O:7])[C:5]2[CH:9]=[CH:10][C:2]([Cl:1])=[C:3]([N+:11]([O-:13])=[O:12])[CH:4]=2)=[N:19][CH:18]=1)([CH3:23])([CH3:22])[CH3:21]. The catalyst class is: 17.